From a dataset of TCR-epitope binding with 47,182 pairs between 192 epitopes and 23,139 TCRs. Binary Classification. Given a T-cell receptor sequence (or CDR3 region) and an epitope sequence, predict whether binding occurs between them. (1) The epitope is LPPAYTNSF. The TCR CDR3 sequence is CASSLIQGELGTDTQYF. Result: 1 (the TCR binds to the epitope). (2) The epitope is KLPDDFTGCV. The TCR CDR3 sequence is CASSLLAVSSYNEQFF. Result: 1 (the TCR binds to the epitope). (3) The epitope is FIAGLIAIV. The TCR CDR3 sequence is CASSLGLAGVDTQYF. Result: 0 (the TCR does not bind to the epitope). (4) The epitope is RLRAEAQVK. The TCR CDR3 sequence is CASFSGGEETQYF. Result: 1 (the TCR binds to the epitope). (5) The epitope is PROT_97E67BCC. The TCR CDR3 sequence is CASSLGTSGGWEQFF. Result: 0 (the TCR does not bind to the epitope). (6) The epitope is IQYIDIGNY. The TCR CDR3 sequence is CASSFSWYNEQFF. Result: 1 (the TCR binds to the epitope). (7) The epitope is YLQPRTFLL. The TCR CDR3 sequence is CSARGLAGSNTGELFF. Result: 1 (the TCR binds to the epitope).